Dataset: Reaction yield outcomes from USPTO patents with 853,638 reactions. Task: Predict the reaction yield, written as a fraction of the theoretical maximum amount of product (1.0 means a 100% yield; for example, 0.34 means a 34% yield). (1) The reactants are C[O:2][C:3](=O)[C:4]1[CH:9]=[CH:8][CH:7]=[CH:6][C:5]=1[S:10](=[O:28])(=[O:27])[N:11]([CH2:22][C:23]([O:25][CH3:26])=[O:24])[C:12]1[CH:17]=[CH:16][CH:15]=[CH:14][C:13]=1[C:18]([F:21])([F:20])[F:19].CCN(CC)CC.CCOCC.Cl. The catalyst is C(Cl)Cl.Cl[Ti](Cl)(Cl)Cl.O. The product is [CH3:26][O:25][C:23]([C:22]1[N:11]([C:12]2[CH:17]=[CH:16][CH:15]=[CH:14][C:13]=2[C:18]([F:20])([F:21])[F:19])[S:10](=[O:28])(=[O:27])[C:5]2[CH:6]=[CH:7][CH:8]=[CH:9][C:4]=2[C:3]=1[OH:2])=[O:24]. The yield is 0.860. (2) The reactants are [Br:1][C:2]1[CH:7]=[CH:6][C:5](/[CH:8]=[CH:9]/[C:10]([N:12]2[CH2:17][CH2:16][O:15][CH2:14][CH2:13]2)=[O:11])=[CH:4][CH:3]=1. The catalyst is C1C=CC(P(C2C=CC=CC=2)C2C=CC=CC=2)=CC=1.C1C=CC(P(C2C=CC=CC=2)C2C=CC=CC=2)=CC=1.C1C=CC(P(C2C=CC=CC=2)C2C=CC=CC=2)=CC=1.[Cl-].[Rh].C(OCC)(=O)C.C(O)C. The product is [Br:1][C:2]1[CH:7]=[CH:6][C:5]([CH2:8][CH2:9][C:10]([N:12]2[CH2:13][CH2:14][O:15][CH2:16][CH2:17]2)=[O:11])=[CH:4][CH:3]=1. The yield is 0.780.